Dataset: Full USPTO retrosynthesis dataset with 1.9M reactions from patents (1976-2016). Task: Predict the reactants needed to synthesize the given product. (1) Given the product [Cl:22][C:23]1[CH:28]=[C:27]([C:29]#[C:30][C:5]2[CH:6]=[CH:7][C:2]([F:1])=[C:3]([C@:9]3([CH2:20][F:21])[CH2:14][C@@H:13]([C:15]([F:18])([F:17])[F:16])[O:12][C:11]([NH2:19])=[N:10]3)[CH:4]=2)[CH:26]=[N:25][CH:24]=1, predict the reactants needed to synthesize it. The reactants are: [F:1][C:2]1[CH:7]=[CH:6][C:5](I)=[CH:4][C:3]=1[C@:9]1([CH2:20][F:21])[CH2:14][C@@H:13]([C:15]([F:18])([F:17])[F:16])[O:12][C:11]([NH2:19])=[N:10]1.[Cl:22][C:23]1[CH:24]=[N:25][CH:26]=[C:27]([C:29]#[C:30][Si](C)(C)C)[CH:28]=1. (2) Given the product [CH2:46]([C:31]1[C:30]2[C:34](=[CH:35][CH:36]=[CH:37][C:29]=2[NH:28][C:26]([C:23]2[N:20]3[CH:21]=[CH:22][C:17]([C:5]4[CH:4]=[N:3][N:2]([CH3:1])[CH:6]=4)=[CH:18][C:19]3=[N:25][CH:24]=2)=[O:27])[N:33]([CH2:38][C:39]2[CH:43]=[CH:42][N:41]([CH2:44][CH3:45])[N:40]=2)[N:32]=1)[CH3:47], predict the reactants needed to synthesize it. The reactants are: [CH3:1][N:2]1[CH:6]=[C:5](B2OC(C)(C)C(C)(C)O2)[CH:4]=[N:3]1.Br[C:17]1[CH:22]=[CH:21][N:20]2[C:23]([C:26]([NH:28][C:29]3[CH:37]=[CH:36][CH:35]=[C:34]4[C:30]=3[C:31]([CH2:46][CH3:47])=[N:32][N:33]4[CH2:38][C:39]3[CH:43]=[CH:42][N:41]([CH2:44][CH3:45])[N:40]=3)=[O:27])=[CH:24][N:25]=[C:19]2[CH:18]=1.C(=O)([O-])[O-].[K+].[K+].O.CN(C=O)C.CC#N. (3) Given the product [Br:1][C:2]1[CH:7]=[CH:6][C:5]([Si:20]([C:23]([CH3:26])([CH3:25])[CH3:24])([CH3:22])[CH3:21])=[CH:4][N:3]=1, predict the reactants needed to synthesize it. The reactants are: [Br:1][C:2]1[CH:7]=[CH:6][C:5](Br)=[CH:4][N:3]=1.C([Li])CCC.FC(F)(F)S(O[Si:20]([C:23]([CH3:26])([CH3:25])[CH3:24])([CH3:22])[CH3:21])(=O)=O.O. (4) Given the product [CH3:1][C:2]1[CH:7]=[CH:6][N:5]2[C:8]([C:11]3[CH:16]=[CH:15][CH:14]=[C:13]([C:39]4[CH:40]=[N:41][CH:42]=[CH:43][CH:44]=4)[CH:12]=3)=[CH:9][N:10]=[C:4]2[N:3]=1, predict the reactants needed to synthesize it. The reactants are: [CH3:1][C:2]1[CH:7]=[CH:6][N:5]2[C:8]([C:11]3[CH:12]=[C:13](OS(C(F)(F)F)(=O)=O)[CH:14]=[CH:15][CH:16]=3)=[CH:9][N:10]=[C:4]2[N:3]=1.P([O-])([O-])([O-])=O.[K+].[K+].[K+].B1([C:39]2[CH:44]=[CH:43][CH:42]=[N:41][CH:40]=2)OCCCO1. (5) Given the product [NH:16]1[CH2:17][CH2:18][CH2:19][C@H:14]([NH:13][C:11]([C:6]2[S:7][C:8]([C:28]3[S:27][C:31]4[CH:32]=[CH:33][CH:34]=[CH:35][C:30]=4[CH:29]=3)=[CH:9][C:5]=2[NH:4][C:2]([NH2:1])=[O:3])=[O:12])[CH2:15]1, predict the reactants needed to synthesize it. The reactants are: [NH2:1][C:2]([NH:4][C:5]1[CH:9]=[C:8](Br)[S:7][C:6]=1[C:11]([NH:13][C@H:14]1[CH2:19][CH2:18][CH2:17][N:16](C(OC(C)(C)C)=O)[CH2:15]1)=[O:12])=[O:3].[S:27]1[C:31]2[CH:32]=[CH:33][CH:34]=[CH:35][C:30]=2[CH:29]=[C:28]1B(O)O.C([O-])([O-])=O.[Cs+].[Cs+].Cl. (6) Given the product [CH3:5][O:6][C:7](=[O:32])[CH2:8][CH2:9][CH2:10][S:11][CH2:12][CH2:13][N:14]1[C:15](=[O:31])[CH2:16][CH2:17][CH2:18][C@@H:19]1/[CH:20]=[CH:21]/[CH:22]([OH:30])[CH2:23][C:24]1[CH:25]=[CH:26][CH:27]=[CH:28][CH:29]=1, predict the reactants needed to synthesize it. The reactants are: [BH4-].[Na+].CO.[CH3:5][O:6][C:7](=[O:32])[CH2:8][CH2:9][CH2:10][S:11][CH2:12][CH2:13][N:14]1[C@@H:19](/[CH:20]=[CH:21]/[C:22](=[O:30])[CH2:23][C:24]2[CH:29]=[CH:28][CH:27]=[CH:26][CH:25]=2)[CH2:18][CH2:17][CH2:16][C:15]1=[O:31]. (7) Given the product [N:27]([C@H:7]1[C:8]2[C:3](=[C:2]([Br:1])[CH:11]=[CH:10][CH:9]=2)[CH2:4][CH2:5][CH2:6]1)=[N+:28]=[N-:29], predict the reactants needed to synthesize it. The reactants are: [Br:1][C:2]1[CH:11]=[CH:10][CH:9]=[C:8]2[C:3]=1[CH2:4][CH2:5][CH2:6][C@@H:7]2O.C1C=CC(P([N:27]=[N+:28]=[N-:29])(C2C=CC=CC=2)=O)=CC=1.C1CCN2C(=NCCC2)CC1. (8) Given the product [F:2][C:3]1[CH:4]=[CH:5][C:6]2=[C:7]([CH:40]=1)[O:8][CH2:9][C:10]1[C:38]([F:39])=[CH:37][CH:36]=[CH:35][C:11]=1/[C:12]/2=[CH:13]\[C:14]1[CH:34]=[CH:33][C:17]2[N:18]([C@H:24]([CH3:32])[CH2:25][N:26]3[CH2:31][CH2:30][O:29][CH2:28][CH2:27]3)/[C:19](=[N:21]/[C:22]([NH2:23])=[O:41])/[NH:20][C:16]=2[CH:15]=1, predict the reactants needed to synthesize it. The reactants are: Cl.[F:2][C:3]1[CH:4]=[CH:5][C:6]2=[C:7]([CH:40]=1)[O:8][CH2:9][C:10]1[C:38]([F:39])=[CH:37][CH:36]=[CH:35][C:11]=1/[C:12]/2=[CH:13]\[C:14]1[CH:34]=[CH:33][C:17]2[N:18]([C@H:24]([CH3:32])[CH2:25][N:26]3[CH2:31][CH2:30][O:29][CH2:28][CH2:27]3)/[C:19](=[N:21]/[C:22]#[N:23])/[NH:20][C:16]=2[CH:15]=1.[O:41]1CCOCC1.